This data is from Reaction yield outcomes from USPTO patents with 853,638 reactions. The task is: Predict the reaction yield, written as a fraction of the theoretical maximum amount of product (1.0 means a 100% yield; for example, 0.34 means a 34% yield). (1) The reactants are [Cl:1][C:2]1[C:7]([C:8]([CH3:10])=[CH2:9])=[CH:6][C:5]([NH2:11])=[C:4]([O:12][CH3:13])[CH:3]=1. The catalyst is CO.[Ni]. The product is [Cl:1][C:2]1[C:7]([CH:8]([CH3:10])[CH3:9])=[CH:6][C:5]([NH2:11])=[C:4]([O:12][CH3:13])[CH:3]=1. The yield is 0.930. (2) The reactants are [CH2:1]([C:5]1[N:6]=[C:7]([CH2:27][O:28][CH3:29])[NH:8][C:9](=[O:26])[C:10]=1[CH2:11][C:12]1[CH:17]=[CH:16][C:15]([C:18]2[C:19]([C:24]#[N:25])=[CH:20][CH:21]=[CH:22][CH:23]=2)=[CH:14][CH:13]=1)[CH2:2][CH2:3][CH3:4].C(=O)([O-])[O-].[Cs+].[Cs+].I[CH2:37][C:38]([CH3:41])([CH3:40])[CH3:39].CN(C)C(=O)C. The catalyst is C(OCC)(=O)C. The product is [CH2:1]([C:5]1[N:6]=[C:7]([CH2:27][O:28][CH3:29])[N:8]([CH2:37][C:38]([CH3:41])([CH3:40])[CH3:39])[C:9](=[O:26])[C:10]=1[CH2:11][C:12]1[CH:17]=[CH:16][C:15]([C:18]2[C:19]([C:24]#[N:25])=[CH:20][CH:21]=[CH:22][CH:23]=2)=[CH:14][CH:13]=1)[CH2:2][CH2:3][CH3:4]. The yield is 0.300. (3) The reactants are Cl[CH2:2][CH2:3][CH2:4][N:5]1[CH2:10][CH2:9][CH2:8][CH:7]2[O:11][CH2:12][CH2:13][CH2:14][CH:6]12.C([O-])([O-])=O.[K+].[K+].[Cl:21][C:22]1[CH:23]=[C:24]([NH:29][C:30]2[C:39]3[C:34](=[CH:35][C:36]([O:41][CH3:42])=[C:37]([OH:40])[CH:38]=3)[N:33]=[CH:32][N:31]=2)[CH:25]=[CH:26][C:27]=1[F:28]. The catalyst is CN(C=O)C. The product is [Cl:21][C:22]1[CH:23]=[C:24]([NH:29][C:30]2[C:39]3[C:34](=[CH:35][C:36]([O:41][CH3:42])=[C:37]([O:40][CH2:2][CH2:3][CH2:4][N:5]4[CH2:10][CH2:9][CH2:8][CH:7]5[O:11][CH2:12][CH2:13][CH2:14][CH:6]45)[CH:38]=3)[N:33]=[CH:32][N:31]=2)[CH:25]=[CH:26][C:27]=1[F:28]. The yield is 0.250. (4) The reactants are [CH2:1](O)[CH2:2][CH2:3][CH2:4][CH2:5][CH2:6][CH:7]=[CH:8][CH:9]=[CH:10][CH2:11][CH3:12].C(N(CCCC)CCCC)CCC.CN(C)C=O.CS([Cl:36])(=O)=O. The catalyst is CCCCCC.O. The product is [Cl:36][CH2:1][CH2:2][CH2:3][CH2:4][CH2:5][CH2:6][CH:7]=[CH:8][CH:9]=[CH:10][CH2:11][CH3:12]. The yield is 0.792. (5) The reactants are [NH2:1][C:2]1[C:3]([C:20]2[O:24][C:23]([C:25]([O:27]CC)=[O:26])=[N:22][N:21]=2)=[N:4][C:5]([C:8]2[CH:13]=[CH:12][C:11]([S:14]([CH:17]([CH3:19])[CH3:18])(=[O:16])=[O:15])=[CH:10][CH:9]=2)=[CH:6][N:7]=1.[OH-].[Na+]. The catalyst is O. The product is [NH2:1][C:2]1[C:3]([C:20]2[O:24][C:23]([C:25]([OH:27])=[O:26])=[N:22][N:21]=2)=[N:4][C:5]([C:8]2[CH:13]=[CH:12][C:11]([S:14]([CH:17]([CH3:19])[CH3:18])(=[O:16])=[O:15])=[CH:10][CH:9]=2)=[CH:6][N:7]=1. The yield is 0.620. (6) The reactants are [CH3:1][O:2][C:3]1[CH:4]=[C:5]2[C:10](=[CH:11][C:12]=1[O:13][CH3:14])[C:9]([CH2:15][CH2:16][CH3:17])=[N:8][C:7]([OH:18])=[CH:6]2.[ClH:19].[Cl:20][CH2:21][C:22]1[C:23]([N:33]([CH3:35])[CH3:34])=[N:24][C:25]2[C:30]([CH:31]=1)=[CH:29][C:28]([CH3:32])=[CH:27][CH:26]=2. The catalyst is C1(C)C=CC=CC=1. The product is [ClH:20].[ClH:19].[CH3:34][N:33]([CH3:35])[C:23]1[C:22]([CH2:21][C:6]2[C:5]3[C:10](=[CH:11][C:12]([O:13][CH3:14])=[C:3]([O:2][CH3:1])[CH:4]=3)[C:9]([CH2:15][CH2:16][CH3:17])=[N:8][C:7]=2[OH:18])=[CH:31][C:30]2[C:25](=[CH:26][CH:27]=[C:28]([CH3:32])[CH:29]=2)[N:24]=1. The yield is 0.0670. (7) The reactants are Br[CH2:2][C:3]([C:5]1[C:10]([CH3:11])=[CH:9][C:8]([O:12][CH:13]([CH3:15])[CH3:14])=[CH:7][C:6]=1[CH3:16])=O.[NH2:17][C:18]([NH2:20])=[S:19]. The catalyst is CCO. The product is [CH:13]([O:12][C:8]1[CH:9]=[C:10]([CH3:11])[C:5]([C:3]2[N:17]=[C:18]([NH2:20])[S:19][CH:2]=2)=[C:6]([CH3:16])[CH:7]=1)([CH3:15])[CH3:14]. The yield is 0.722. (8) The reactants are [NH2:1][C:2](=[S:17])[CH2:3][N:4]1[C:8]([CH3:9])=[C:7]([C:10]([O:12]C(C)(C)C)=[O:11])[CH:6]=[N:5]1.Br[CH2:19][C:20]([C:22]1[CH:27]=[CH:26][CH:25]=[C:24]([C:28]([F:31])([F:30])[F:29])[CH:23]=1)=O. No catalyst specified. The product is [CH3:9][C:8]1[N:4]([CH2:3][C:2]2[S:17][CH:19]=[C:20]([C:22]3[CH:27]=[CH:26][CH:25]=[C:24]([C:28]([F:29])([F:30])[F:31])[CH:23]=3)[N:1]=2)[N:5]=[CH:6][C:7]=1[C:10]([OH:12])=[O:11]. The yield is 0.810.